This data is from Full USPTO retrosynthesis dataset with 1.9M reactions from patents (1976-2016). The task is: Predict the reactants needed to synthesize the given product. (1) Given the product [O:22]=[C:13]1[C:14]2[C:19](=[CH:18][CH:17]=[CH:16][CH:15]=2)[C:20](=[O:21])[N:12]1[CH2:11][C@@H:10]([NH:9][C:7]([C:4]1[CH:3]=[C:2]([C:47]2[N:51]([CH3:52])[N:50]=[CH:49][CH:48]=2)[O:6][CH:5]=1)=[O:8])[CH2:23][C:24]1[CH:29]=[CH:28][CH:27]=[CH:26][C:25]=1[C:30]([F:33])([F:32])[F:31], predict the reactants needed to synthesize it. The reactants are: Br[C:2]1[O:6][CH:5]=[C:4]([C:7]([NH:9][C@@H:10]([CH2:23][C:24]2[CH:29]=[CH:28][CH:27]=[CH:26][C:25]=2[C:30]([F:33])([F:32])[F:31])[CH2:11][N:12]2[C:20](=[O:21])[C:19]3[C:14](=[CH:15][CH:16]=[CH:17][CH:18]=3)[C:13]2=[O:22])=[O:8])[CH:3]=1.C([O-])([O-])=O.[K+].[K+].CC1(C)COB([C:47]2[N:51]([CH3:52])[N:50]=[CH:49][CH:48]=2)OC1. (2) Given the product [Cl:39][C:36]1[CH:37]=[CH:38][C:33]([C@@:13]23[O:32][C@@:10]([CH:50]([OH:53])[CH2:51][OH:52])([CH2:11][O:12]2)[C@@H:9]([OH:8])[C@H:15]([OH:16])[C@H:14]3[OH:24])=[CH:34][C:35]=1[CH2:40][C:41]1[CH:42]=[CH:43][C:44]([O:47][CH2:48][CH3:49])=[CH:45][CH:46]=1, predict the reactants needed to synthesize it. The reactants are: C([O:8][C@H:9]1[C@H:15]([O:16]CC2C=CC=CC=2)[C@@H:14]([O:24]CC2C=CC=CC=2)[C@:13]2([C:33]3[CH:38]=[CH:37][C:36]([Cl:39])=[C:35]([CH2:40][C:41]4[CH:46]=[CH:45][C:44]([O:47][CH2:48][CH3:49])=[CH:43][CH:42]=4)[CH:34]=3)[O:32][C@@:10]1([CH:50]([OH:53])[CH2:51][OH:52])[CH2:11][O:12]2)C1C=CC=CC=1.ClC1C=CC=CC=1Cl. (3) Given the product [ClH:47].[ClH:47].[C:1]([C:5]1[CH:6]=[C:7]([NH:40][S:41]([CH3:44])(=[O:43])=[O:42])[C:8]([O:38][CH3:39])=[C:9]([NH:11][C:12]([C:14]2[N:15]([CH3:37])[C:16]3[C:21]([CH:22]=2)=[CH:20][CH:19]=[CH:18][C:17]=3[CH2:23][N:24]2[CH2:25][CH2:26][NH:27][CH2:28][CH2:29]2)=[O:13])[CH:10]=1)([CH3:4])([CH3:2])[CH3:3], predict the reactants needed to synthesize it. The reactants are: [C:1]([C:5]1[CH:6]=[C:7]([NH:40][S:41]([CH3:44])(=[O:43])=[O:42])[C:8]([O:38][CH3:39])=[C:9]([NH:11][C:12]([C:14]2[N:15]([CH3:37])[C:16]3[C:21]([CH:22]=2)=[CH:20][CH:19]=[CH:18][C:17]=3[CH2:23][N:24]2[CH2:29][CH2:28][N:27](C(OC(C)(C)C)=O)[CH2:26][CH2:25]2)=[O:13])[CH:10]=1)([CH3:4])([CH3:3])[CH3:2].CO.[ClH:47]. (4) Given the product [Cl:3][C:4]1[CH:9]=[CH:8][C:7]([N:10]2[CH:14]=[CH:13][CH:12]=[C:11]2/[CH:15]=[CH:16]/[C:17]([O:19][CH3:20])=[O:18])=[C:6]([CH:21]([C:22]2[CH:27]=[CH:26][CH:25]=[C:24]([O:28][CH3:29])[C:23]=2[F:30])[OH:31])[CH:5]=1, predict the reactants needed to synthesize it. The reactants are: CO.[Cl:3][C:4]1[CH:9]=[CH:8][C:7]([N:10]2[CH:14]=[CH:13][CH:12]=[C:11]2/[CH:15]=[CH:16]/[C:17]([O:19][CH3:20])=[O:18])=[C:6]([C:21](=[O:31])[C:22]2[CH:27]=[CH:26][CH:25]=[C:24]([O:28][CH3:29])[C:23]=2[F:30])[CH:5]=1.[BH4-].[Na+]. (5) The reactants are: [CH3:1][O:2][C:3]1[CH:4]=[C:5]([CH:9]=[C:10]([O:12][CH3:13])[CH:11]=1)[C:6](Cl)=[O:7].COC1C=C(C([C:28]2[CH:33]=[CH:32][C:31]([O:34][CH3:35])=[C:30]([O:36][CH3:37])[C:29]=2[O:38]C)=CC#N)C=C(OC)C=1.COC1C=CC=C(OC)C=1OC.[Cl-].[Al+3].[Cl-].[Cl-].COC1C=CC(OC)=CC=1C(C1C=C(OC)C=C(OC)C=1)=O. Given the product [CH3:1][O:2][C:3]1[CH:4]=[C:5]([C:6]([C:28]2[CH:33]=[CH:32][C:31]([O:34][CH3:35])=[C:30]([O:36][CH3:37])[C:29]=2[OH:38])=[O:7])[CH:9]=[C:10]([O:12][CH3:13])[CH:11]=1, predict the reactants needed to synthesize it. (6) Given the product [F:24][C:25]1[CH:26]=[C:27]([CH:45]=[C:46]([F:48])[CH:47]=1)[CH2:28][N:29]1[C@H:33]([CH3:34])[CH2:32][N:31]([C:35]2[S:36][C:37]([C:41]([NH2:7])=[O:43])=[C:38]([CH3:40])[N:39]=2)[C:30]1=[O:44], predict the reactants needed to synthesize it. The reactants are: FC1C=CC(C[N:7]2C(=O)N(C3SC(C(O)=O)=C(C)N=3)C=N2)=CC=1.[F:24][C:25]1[CH:26]=[C:27]([CH:45]=[C:46]([F:48])[CH:47]=1)[CH2:28][N:29]1[C@H:33]([CH3:34])[CH2:32][N:31]([C:35]2[S:36][C:37]([C:41]([OH:43])=O)=[C:38]([CH3:40])[N:39]=2)[C:30]1=[O:44].